Dataset: Catalyst prediction with 721,799 reactions and 888 catalyst types from USPTO. Task: Predict which catalyst facilitates the given reaction. (1) Reactant: [F:1][C:2]([F:28])([F:27])[C:3]1[CH:8]=[CH:7][C:6]([NH:9][C:10](=[O:26])[NH:11][CH:12]2[CH2:17][CH2:16][CH:15]([NH:18]C(=O)OC(C)(C)C)[CH2:14][CH2:13]2)=[CH:5][CH:4]=1. Product: [NH2:18][CH:15]1[CH2:16][CH2:17][CH:12]([NH:11][C:10]([NH:9][C:6]2[CH:5]=[CH:4][C:3]([C:2]([F:1])([F:27])[F:28])=[CH:8][CH:7]=2)=[O:26])[CH2:13][CH2:14]1. The catalyst class is: 27. (2) Reactant: Br[C@H:2]1[C@H:11](O)[C:10]2[C:5](=[CH:6][CH:7]=[C:8]([Br:13])[CH:9]=2)[O:4][CH2:3]1.[OH-:14].[NH4+:15]. Product: [NH2:15][C@@H:11]1[C:10]2[C:5](=[CH:6][CH:7]=[C:8]([Br:13])[CH:9]=2)[O:4][CH2:3][C@H:2]1[OH:14]. The catalyst class is: 32.